Predict the reaction yield, written as a fraction of the theoretical maximum amount of product (1.0 means a 100% yield; for example, 0.34 means a 34% yield). From a dataset of Reaction yield outcomes from USPTO patents with 853,638 reactions. (1) The product is [Br:30][C:31]1[C:16]([N:13]2[CH2:12][CH2:11][N:10]([CH2:9][C:7]3[N:8]=[C:4]([CH:1]([CH3:2])[CH3:3])[S:5][CH:6]=3)[CH2:15][CH2:14]2)=[C:33]([N+:38]([O-:40])=[O:39])[C:34]([NH2:37])=[N:35][CH:36]=1. The yield is 0.590. The reactants are [CH:1]([C:4]1[S:5][CH:6]=[C:7]([CH2:9][N:10]2[CH2:15][CH2:14][N:13]([C:16](OC(C)(C)C)=O)[CH2:12][CH2:11]2)[N:8]=1)([CH3:3])[CH3:2].C(O)(C(F)(F)F)=O.[Br:30][C:31]1C(Cl)=[C:33]([N+:38]([O-:40])=[O:39])[C:34]([NH2:37])=[N:35][CH:36]=1. The catalyst is C(Cl)Cl. (2) The reactants are O[Li].O.[O:4]=[C:5]1[CH2:9][CH2:8][CH2:7][N:6]1[C:10]1[O:11][C:12]([C:19]([O:21]CC)=[O:20])=[C:13]([C:15]([F:18])([F:17])[F:16])[N:14]=1.Cl. The catalyst is C1COCC1.CO.O.CCOC(C)=O.O. The product is [O:4]=[C:5]1[CH2:9][CH2:8][CH2:7][N:6]1[C:10]1[O:11][C:12]([C:19]([OH:21])=[O:20])=[C:13]([C:15]([F:18])([F:17])[F:16])[N:14]=1. The yield is 0.950.